Dataset: Reaction yield outcomes from USPTO patents with 853,638 reactions. Task: Predict the reaction yield, written as a fraction of the theoretical maximum amount of product (1.0 means a 100% yield; for example, 0.34 means a 34% yield). (1) The reactants are [F:1][C:2]1[CH:3]=[C:4]([NH:13][CH2:14][C:15]2[CH:19]=[CH:18][O:17][N:16]=2)[C:5]([C:8]([O:10][CH2:11][CH3:12])=[O:9])=[N:6][CH:7]=1.C1C(=O)N([Br:27])C(=O)C1. The catalyst is C(#N)C. The product is [Br:27][C:7]1[N:6]=[C:5]([C:8]([O:10][CH2:11][CH3:12])=[O:9])[C:4]([NH:13][CH2:14][C:15]2[CH:19]=[CH:18][O:17][N:16]=2)=[CH:3][C:2]=1[F:1]. The yield is 0.360. (2) The reactants are C(Cl)(=O)C(Cl)=O.CS(C)=O.[CH2:11]([O:18][C@H:19]1[C@H:24]([O:25][CH2:26][C:27]2[CH:32]=[CH:31][CH:30]=[CH:29][CH:28]=2)[C@@H:23]([O:33][CH2:34][C:35]2[CH:40]=[CH:39][CH:38]=[CH:37][CH:36]=2)[C:22]([C:43]2[CH:48]=[CH:47][C:46]([Cl:49])=[C:45]([CH2:50][C:51]3[CH:60]=[CH:59][C:54]4[O:55][CH2:56][CH2:57][O:58][C:53]=4[CH:52]=3)[CH:44]=2)([O:41][CH3:42])[O:21][C@@H:20]1[CH2:61][OH:62])[C:12]1[CH:17]=[CH:16][CH:15]=[CH:14][CH:13]=1.C(N(CC)CC)C.Cl. The catalyst is ClCCl. The product is [CH2:11]([O:18][C@H:19]1[C@H:24]([O:25][CH2:26][C:27]2[CH:28]=[CH:29][CH:30]=[CH:31][CH:32]=2)[C@@H:23]([O:33][CH2:34][C:35]2[CH:40]=[CH:39][CH:38]=[CH:37][CH:36]=2)[C:22]([C:43]2[CH:48]=[CH:47][C:46]([Cl:49])=[C:45]([CH2:50][C:51]3[CH:60]=[CH:59][C:54]4[O:55][CH2:56][CH2:57][O:58][C:53]=4[CH:52]=3)[CH:44]=2)([O:41][CH3:42])[O:21][C@@H:20]1[CH:61]=[O:62])[C:12]1[CH:17]=[CH:16][CH:15]=[CH:14][CH:13]=1. The yield is 0.900. (3) The reactants are [CH2:1]([N:3]([CH2:9][CH3:10])[CH2:4][C:5](OC)=[O:6])[CH3:2].[NH2:11][NH2:12]. The catalyst is C(O)C. The product is [NH2:11][NH:12][C:5](=[O:6])[CH2:4][N:3]([CH2:9][CH3:10])[CH2:1][CH3:2]. The yield is 1.00. (4) The reactants are [N:1]1[CH:6]=[CH:5][CH:4]=[CH:3][C:2]=1[CH:7]=[CH:8][C:9]1[C:17]2[C:12](=[CH:13][C:14]([NH:18][C:19]3[CH:27]=[CH:26][CH:25]=[CH:24][C:20]=3[C:21]([OH:23])=O)=[CH:15][CH:16]=2)[NH:11][N:10]=1.Cl.[CH3:29][O:30][NH2:31].C(N(CC)CC)C.CN(C(ON1N=NC2C=CC=NC1=2)=[N+](C)C)C.F[P-](F)(F)(F)(F)F. The catalyst is CN(C=O)C. The product is [CH3:29][O:30][NH:31][C:21](=[O:23])[C:20]1[CH:24]=[CH:25][CH:26]=[CH:27][C:19]=1[NH:18][C:14]1[CH:13]=[C:12]2[C:17]([C:9](/[CH:8]=[CH:7]/[C:2]3[CH:3]=[CH:4][CH:5]=[CH:6][N:1]=3)=[N:10][NH:11]2)=[CH:16][CH:15]=1. The yield is 0.670. (5) The reactants are [F:1][C:2]([F:36])([F:35])[C:3]1[CH:4]=[C:5]([C:13]([CH3:34])([CH3:33])[C:14]([N:16]([C:18]2[CH:19]=[N:20][C:21](Cl)=[CH:22][C:23]=2[C:24]2[CH:29]=[CH:28][C:27]([F:30])=[CH:26][C:25]=2[CH3:31])[CH3:17])=[O:15])[CH:6]=[C:7]([C:9]([F:12])([F:11])[F:10])[CH:8]=1.[NH2:37][CH2:38][CH2:39][CH2:40][OH:41]. No catalyst specified. The product is [F:1][C:2]([F:36])([F:35])[C:3]1[CH:4]=[C:5]([C:13]([CH3:34])([CH3:33])[C:14]([N:16]([C:18]2[CH:19]=[N:20][C:21]([NH:37][CH2:38][CH2:39][CH2:40][OH:41])=[CH:22][C:23]=2[C:24]2[CH:29]=[CH:28][C:27]([F:30])=[CH:26][C:25]=2[CH3:31])[CH3:17])=[O:15])[CH:6]=[C:7]([C:9]([F:12])([F:11])[F:10])[CH:8]=1. The yield is 0.870. (6) The reactants are C1(P(C2C=CC=CC=2)C2C=CC=CC=2)C=CC=CC=1.[Cl:20][C:21]1[CH:22]=[C:23]([CH:46]=[CH:47][CH:48]=1)[C:24]([NH:26][C:27]1[C:28]([N:37]2[CH2:42][CH2:41][CH:40]([CH2:43][CH2:44]O)[CH2:39][CH2:38]2)=[N:29][CH:30]=[C:31]([S:33]([CH3:36])(=[O:35])=[O:34])[CH:32]=1)=[O:25].C(Br)(Br)(Br)[Br:50]. The catalyst is C(Cl)Cl. The product is [Br:50][CH2:44][CH2:43][CH:40]1[CH2:41][CH2:42][N:37]([C:28]2[C:27]([NH:26][C:24](=[O:25])[C:23]3[CH:46]=[CH:47][CH:48]=[C:21]([Cl:20])[CH:22]=3)=[CH:32][C:31]([S:33]([CH3:36])(=[O:35])=[O:34])=[CH:30][N:29]=2)[CH2:38][CH2:39]1. The yield is 0.500.